Task: Predict the reactants needed to synthesize the given product.. Dataset: Full USPTO retrosynthesis dataset with 1.9M reactions from patents (1976-2016) (1) Given the product [ClH:1].[ClH:1].[NH:25]=[C:21]([NH:18][CH2:19][CH2:20][S:8][CH2:7][C@@:5]([CH3:4])([C:28]([OH:30])=[O:29])[NH2:6])[CH3:22], predict the reactants needed to synthesize it. The reactants are: [ClH:1].CO[C:4](=O)[C@H:5]([CH2:7][SH:8])[NH2:6].C(=O)C(C)(C)C.C([N:18]([CH2:21][CH3:22])[CH2:19][CH3:20])C.S1CC[NH:25]C1.[CH:28]([O-:30])=[O:29].[Na+].C(OC(=O)C)(=O)C. (2) Given the product [Cl:11][C:12]1[CH:19]=[CH:18][C:15]([CH2:16][NH:17][S:7]([C:1]2[CH:6]=[CH:5][CH:4]=[CH:3][CH:2]=2)(=[O:9])=[O:8])=[CH:14][CH:13]=1, predict the reactants needed to synthesize it. The reactants are: [C:1]1([S:7](Cl)(=[O:9])=[O:8])[CH:6]=[CH:5][CH:4]=[CH:3][CH:2]=1.[Cl:11][C:12]1[CH:19]=[CH:18][C:15]([CH2:16][NH2:17])=[CH:14][CH:13]=1.CCN(CC)CC. (3) Given the product [Br:32][C:29]1[CH:30]=[CH:31][C:26]([CH2:19][C@@H:18]([C:21]([O:23][CH3:24])=[O:22])[NH:17][C:15]([O:14][C:10]([CH3:13])([CH3:12])[CH3:11])=[O:16])=[N:27][CH:28]=1, predict the reactants needed to synthesize it. The reactants are: BrC(Br)C.Cl[Si](C)(C)C.[C:10]([O:14][C:15]([NH:17][C@H:18]([C:21]([O:23][CH3:24])=[O:22])[CH2:19]I)=[O:16])([CH3:13])([CH3:12])[CH3:11].Br[C:26]1[CH:31]=[CH:30][C:29]([Br:32])=[CH:28][N:27]=1. (4) Given the product [Cl:39][C:7]1[N:8]([C:12]2[CH:13]=[N:14][N:15]([CH2:17][CH2:18][CH3:19])[CH:16]=2)[C:9]2[C:5]([C:6]=1[S:20][C:21]1[CH:22]=[C:23]([CH:29]=[CH:30][CH:31]=1)[C:24]([O:26][CH2:27][CH3:28])=[O:25])=[CH:4][CH:3]=[C:2]([Cl:1])[C:10]=2[F:11], predict the reactants needed to synthesize it. The reactants are: [Cl:1][C:2]1[C:10]([F:11])=[C:9]2[C:5]([C:6]([S:20][C:21]3[CH:22]=[C:23]([CH:29]=[CH:30][CH:31]=3)[C:24]([O:26][CH2:27][CH3:28])=[O:25])=[CH:7][N:8]2[C:12]2[CH:13]=[N:14][N:15]([CH2:17][CH2:18][CH3:19])[CH:16]=2)=[CH:4][CH:3]=1.C1C(=O)N([Cl:39])C(=O)C1. (5) Given the product [ClH:16].[NH:4]1[CH2:5][CH2:6][CH2:7][CH2:8][C@H:3]1[CH2:2][OH:1], predict the reactants needed to synthesize it. The reactants are: [OH:1][CH2:2][C@@H:3]1[CH2:8][CH2:7][CH2:6][CH2:5][N:4]1C(OC(C)(C)C)=O.[ClH:16]. (6) Given the product [CH3:21][N:22]([CH3:27])[CH2:23][CH2:24][CH2:25][NH:26][C:16]([CH:12]1[C:10]2[N:11]=[C:7]([NH:6][C:4](=[O:5])[CH2:3][C:2]([CH3:1])([CH3:20])[CH3:19])[S:8][C:9]=2[CH2:15][CH2:14][CH2:13]1)=[O:18], predict the reactants needed to synthesize it. The reactants are: [CH3:1][C:2]([CH3:20])([CH3:19])[CH2:3][C:4]([NH:6][C:7]1[S:8][C:9]2[CH2:15][CH2:14][CH2:13][CH:12]([C:16]([OH:18])=O)[C:10]=2[N:11]=1)=[O:5].[CH3:21][N:22]([CH3:27])[CH2:23][CH2:24][CH2:25][NH2:26]. (7) Given the product [N+:1]([C:4]1[CH:5]=[CH:6][C:7]([C:8]2[N:27]=[C:19]([C:20]3[CH:25]=[CH:24][CH:23]=[CH:22][CH:21]=3)[N:26]=[C:11]([OH:13])[CH:10]=2)=[CH:16][CH:17]=1)([O-:3])=[O:2], predict the reactants needed to synthesize it. The reactants are: [N+:1]([C:4]1[CH:17]=[CH:16][C:7]([C:8]([CH2:10][C:11]([O:13]CC)=O)=O)=[CH:6][CH:5]=1)([O-:3])=[O:2].Cl.[C:19]([NH2:27])(=[NH:26])[C:20]1[CH:25]=[CH:24][CH:23]=[CH:22][CH:21]=1.[OH-].[K+]. (8) Given the product [CH:93]1[C:94]([OH:105])=[CH:95][C:96]2[O:97][C:98]3[C:103](=[N:90][C:91]=2[CH:92]=1)[CH:102]=[CH:101][C:100](=[O:104])[CH:99]=3, predict the reactants needed to synthesize it. The reactants are: C(O)C(N)(CO)CO.Cl.[Na+].[Cl-].[Mg+2].[Cl-].[Cl-].CCC(COC(C(N(CC[NH+](C)C)C)=O)(C1C=CC=CC=1)C1C=CC=CC=1)CC.[Cl-].CCCCCCCCCCCCCCCCCC(OC[C@@H](O)COP(OCC[N+](C)(C)C)([O-])=O)=O.OCC[N+](C)(C)C.C([N:90]1[C:103]2[CH:102]=[CH:101][C:100]([OH:104])=[CH:99][C:98]=2[O:97][C:96]2[C:91]1=[CH:92][CH:93]=[C:94]([OH:105])[CH:95]=2)(=O)C.